Dataset: Catalyst prediction with 721,799 reactions and 888 catalyst types from USPTO. Task: Predict which catalyst facilitates the given reaction. Reactant: [Br:1][C:2]1[CH:7]=[C:6](Br)[C:5]([N+:9]([O-:11])=[O:10])=[CH:4][N:3]=1.Cl.[NH2:13][C@@H:14]([CH3:18])[CH:15]([OH:17])[CH3:16].C(N(CC)CC)C. Product: [Br:1][C:2]1[CH:7]=[C:6]([NH:13][C@@H:14]([CH3:18])[CH:15]([OH:17])[CH3:16])[C:5]([N+:9]([O-:11])=[O:10])=[CH:4][N:3]=1. The catalyst class is: 30.